Dataset: Catalyst prediction with 721,799 reactions and 888 catalyst types from USPTO. Task: Predict which catalyst facilitates the given reaction. (1) Product: [CH:1]([O:4][C:5]1[CH:10]=[CH:9][C:8]([C:11](=[O:14])[CH2:12][C:33]2[CH:32]=[CH:31][C:30]([O:29][C:28]([F:27])([F:38])[F:39])=[CH:37][CH:36]=2)=[CH:7][CH:6]=1)([CH3:3])[CH3:2]. The catalyst class is: 1. Reactant: [CH:1]([O:4][C:5]1[CH:10]=[CH:9][C:8]([CH:11]([O:14][Si](C)(C)C)[C:12]#N)=[CH:7][CH:6]=1)([CH3:3])[CH3:2].[Li+].CC([N-]C(C)C)C.[F:27][C:28]([F:39])([F:38])[O:29][C:30]1[CH:37]=[CH:36][C:33](CBr)=[CH:32][CH:31]=1.O. (2) Product: [ClH:1].[NH2:2][C:3]1([C:7]2[CH:8]=[CH:9][C:10]([C:13]3[C:14](=[O:31])[C:15]4[CH:20]=[CH:19][C:18](=[O:21])[NH:17][C:16]=4[O:23][C:24]=3[C:25]3[CH:26]=[CH:27][CH:28]=[CH:29][CH:30]=3)=[CH:11][CH:12]=2)[CH2:6][CH2:5][CH2:4]1. Reactant: [ClH:1].[NH2:2][C:3]1([C:7]2[CH:12]=[CH:11][C:10]([C:13]3[C:14](=[O:31])[C:15]4[C:16]([O:23][C:24]=3[C:25]3[CH:30]=[CH:29][CH:28]=[CH:27][CH:26]=3)=[N:17][C:18]([O:21]C)=[CH:19][CH:20]=4)=[CH:9][CH:8]=2)[CH2:6][CH2:5][CH2:4]1.CO.O. The catalyst class is: 844.